Dataset: Forward reaction prediction with 1.9M reactions from USPTO patents (1976-2016). Task: Predict the product of the given reaction. (1) Given the reactants C(OC([N:8]1[CH2:13][CH2:12][CH:11]([C:14]2[CH:19]=[CH:18][C:17]([O:20][CH2:21][C:22]3[CH:27]=[CH:26][C:25]([Cl:28])=[C:24]([C:29]([F:32])([F:31])[F:30])[CH:23]=3)=[CH:16][CH:15]=2)[CH2:10][CH2:9]1)=O)(C)(C)C.[C:33]([O:37][C:38]([CH3:41])([CH3:40])[CH3:39])(=[O:36])[CH:34]=[CH2:35], predict the reaction product. The product is: [C:38]([O:37][C:33](=[O:36])[CH2:34][CH2:35][N:8]1[CH2:9][CH2:10][CH:11]([C:14]2[CH:15]=[CH:16][C:17]([O:20][CH2:21][C:22]3[CH:27]=[CH:26][C:25]([Cl:28])=[C:24]([C:29]([F:31])([F:30])[F:32])[CH:23]=3)=[CH:18][CH:19]=2)[CH2:12][CH2:13]1)([CH3:41])([CH3:40])[CH3:39]. (2) Given the reactants [H-].[Na+].[N+:3]([CH3:6])([O-:5])=[O:4].[F:7][C:8]1[CH:22]=[C:21]([F:23])[C:20]([F:24])=[CH:19][C:9]=1[C:10](OC1C=CC=CC=1)=[O:11], predict the reaction product. The product is: [N+:3]([CH2:6][C:10]([C:9]1[CH:19]=[C:20]([F:24])[C:21]([F:23])=[CH:22][C:8]=1[F:7])=[O:11])([O-:5])=[O:4]. (3) The product is: [CH3:20][C:21]1[CH:26]=[C:25]([CH3:27])[N:24]=[C:23]([NH:28][C:29]2[CH:37]=[CH:36][C:32]([C:33]([NH:19][C:3]3[CH:4]=[CH:5][C:6]([N:8]4[CH2:12][CH2:11][CH:10]([N:13]5[CH2:17][CH2:16][CH2:15][CH:14]5[CH3:18])[CH2:9]4)=[CH:7][C:2]=3[CH3:1])=[O:34])=[CH:31][CH:30]=2)[N:22]=1. Given the reactants [CH3:1][C:2]1[CH:7]=[C:6]([N:8]2[CH2:12][CH2:11][CH:10]([N:13]3[CH2:17][CH2:16][CH2:15][CH:14]3[CH3:18])[CH2:9]2)[CH:5]=[CH:4][C:3]=1[NH2:19].[CH3:20][C:21]1[CH:26]=[C:25]([CH3:27])[N:24]=[C:23]([NH:28][C:29]2[CH:37]=[CH:36][C:32]([C:33](O)=[O:34])=[CH:31][CH:30]=2)[N:22]=1, predict the reaction product. (4) Given the reactants [O:1]=[C:2]1[CH2:9][C:6]2([CH2:8][CH2:7]2)[N:5]([C:10]([O:12][C:13]([CH3:16])([CH3:15])[CH3:14])=[O:11])[CH2:4][CH2:3]1.C[Si]([N-][Si](C)(C)C)(C)C.[K+].[S:27](O[S:27]([C:30]([F:33])([F:32])[F:31])(=[O:29])=[O:28])([C:30]([F:33])([F:32])[F:31])(=[O:29])=[O:28].C([O-])(O)=O.[Na+], predict the reaction product. The product is: [F:31][C:30]([F:33])([F:32])[S:27]([O:1][C:2]1[CH2:9][C:6]2([CH2:7][CH2:8]2)[N:5]([C:10]([O:12][C:13]([CH3:16])([CH3:15])[CH3:14])=[O:11])[CH2:4][CH:3]=1)(=[O:29])=[O:28]. (5) Given the reactants [OH:1][CH2:2][CH2:3][CH2:4][C:5]1[CH:10]=[CH:9][C:8]([OH:11])=[C:7]([I:12])[CH:6]=1.C1(C)C=CC(S(O[CH2:23][CH2:24][Cl:25])(=O)=O)=CC=1.C(=O)([O-])[O-].[K+].[K+].CCOC(C)=O, predict the reaction product. The product is: [Cl:25][CH2:24][CH2:23][O:11][C:8]1[CH:9]=[CH:10][C:5]([CH2:4][CH2:3][CH2:2][OH:1])=[CH:6][C:7]=1[I:12]. (6) Given the reactants [F:1][C:2]1[CH:20]=[CH:19][C:5]([CH2:6][N:7]2[CH2:12][CH2:11][CH2:10][C@@:9]3([CH2:17][CH2:16][CH2:15][CH2:14][C@H:13]3[NH2:18])[CH2:8]2)=[CH:4][CH:3]=1.C1([O:27][C:28](=O)[NH:29][C:30]2[CH:35]=[CH:34][CH:33]=[C:32]([C:36]3[N:40]([CH3:41])[N:39]=[N:38][N:37]=3)[CH:31]=2)C=CC=CC=1, predict the reaction product. The product is: [F:1][C:2]1[CH:3]=[CH:4][C:5]([CH2:6][N:7]2[CH2:12][CH2:11][CH2:10][C@@:9]3([CH2:17][CH2:16][CH2:15][CH2:14][C@H:13]3[NH:18][C:28]([NH:29][C:30]3[CH:35]=[CH:34][CH:33]=[C:32]([C:36]4[N:40]([CH3:41])[N:39]=[N:38][N:37]=4)[CH:31]=3)=[O:27])[CH2:8]2)=[CH:19][CH:20]=1. (7) The product is: [F:14][C:15]([F:26])([F:25])[C:16]1[CH:17]=[C:18]([CH:22]=[CH:23][CH:24]=1)[C:19]([N:11]=[C:9]1[N:8]([CH:28]([CH3:34])[C:29]([OH:31])=[O:30])[C:7]2[CH:12]=[C:13]3[O:1][CH2:2][O:3][C:4]3=[CH:5][C:6]=2[S:10]1)=[O:20]. Given the reactants [O:1]1[C:13]2[C:4](=[CH:5][C:6]3[S:10][C:9]([NH2:11])=[N:8][C:7]=3[CH:12]=2)[O:3][CH2:2]1.[F:14][C:15]([F:26])([F:25])[C:16]1[CH:17]=[C:18]([CH:22]=[CH:23][CH:24]=1)[C:19](Cl)=[O:20].Br[CH:28]([CH3:34])[C:29]([O:31]CC)=[O:30].COC1C=CC2N=C(N)SC=2C=1.ClC1C=C(C=CC=1)C(Cl)=O.BrCC(OCC)=O, predict the reaction product.